Dataset: Full USPTO retrosynthesis dataset with 1.9M reactions from patents (1976-2016). Task: Predict the reactants needed to synthesize the given product. Given the product [Br-:17].[Br:17][C:10]1[N:9]=[C:8]2[N:7]([CH2:6][C:5]([CH3:19])([CH3:18])[CH3:4])[C:21]([NH3+:20])=[N:14][C:13]2=[CH:12][CH:11]=1, predict the reactants needed to synthesize it. The reactants are: [PH2](O)=O.[CH3:4][C:5]([CH3:19])([CH3:18])[CH2:6][NH:7][C:8]1[C:13]([N+:14]([O-])=O)=[CH:12][CH:11]=[C:10]([Br:17])[N:9]=1.[N:20]#[C:21]Br.CO.